This data is from Peptide-MHC class I binding affinity with 185,985 pairs from IEDB/IMGT. The task is: Regression. Given a peptide amino acid sequence and an MHC pseudo amino acid sequence, predict their binding affinity value. This is MHC class I binding data. (1) The peptide sequence is FQAGWEDPT. The MHC is HLA-A02:19 with pseudo-sequence HLA-A02:19. The binding affinity (normalized) is 0.0847. (2) The peptide sequence is SLVITYCLV. The MHC is HLA-A02:03 with pseudo-sequence HLA-A02:03. The binding affinity (normalized) is 0.301. (3) The peptide sequence is MEAQFLYLY. The MHC is HLA-A24:02 with pseudo-sequence HLA-A24:02. The binding affinity (normalized) is 0.153. (4) The peptide sequence is ETILELTDAL. The MHC is HLA-A68:02 with pseudo-sequence HLA-A68:02. The binding affinity (normalized) is 0.547. (5) The peptide sequence is YVLLLFLLLA. The MHC is HLA-A02:02 with pseudo-sequence HLA-A02:02. The binding affinity (normalized) is 0.357.